This data is from Full USPTO retrosynthesis dataset with 1.9M reactions from patents (1976-2016). The task is: Predict the reactants needed to synthesize the given product. (1) Given the product [CH3:1][C:2]1[CH:7]=[CH:6][N:5]=[CH:4][C:3]=1[N:8]1[CH2:12][CH2:11][N:10]([C:15]2[CH:16]=[N:17][N:18]([C:20]([C:27]3[CH:32]=[CH:31][CH:30]=[CH:29][CH:28]=3)([C:21]3[CH:22]=[CH:23][CH:24]=[CH:25][CH:26]=3)[C:33]3[CH:38]=[CH:37][CH:36]=[CH:35][CH:34]=3)[CH:19]=2)[C:9]1=[O:13], predict the reactants needed to synthesize it. The reactants are: [CH3:1][C:2]1[CH:7]=[CH:6][N:5]=[CH:4][C:3]=1[N:8]1[CH2:12][CH2:11][NH:10][C:9]1=[O:13].Br[C:15]1[CH:16]=[N:17][N:18]([C:20]([C:33]2[CH:38]=[CH:37][CH:36]=[CH:35][CH:34]=2)([C:27]2[CH:32]=[CH:31][CH:30]=[CH:29][CH:28]=2)[C:21]2[CH:26]=[CH:25][CH:24]=[CH:23][CH:22]=2)[CH:19]=1.N[C@@H]1CCCC[C@H]1N.C(=O)([O-])[O-].[K+].[K+]. (2) Given the product [OH:63][C:60]1[CH:59]=[CH:58][CH:57]=[CH:44][C:45]=1[C:50]1([C:49]2[CH:48]=[CH:47][CH:46]=[CH:35][C:34]=2[OH:36])[C:28]2[CH:29]=[CH:24][CH:25]=[CH:26][C:27]=2[C:56]2[C:51]1=[CH:52][CH:53]=[CH:54][CH:55]=2.[C:5]1([OH:4])[CH:10]=[CH:9][CH:8]=[CH:7][CH:6]=1.[C:38]1(=[O:37])[C:39]2[C:40]([C:71]3[C:72]([CH:75]=2)=[CH:73][CH:74]=[CH:69][CH:70]=3)=[CH:41][CH:42]=[CH:43]1, predict the reactants needed to synthesize it. The reactants are: OCC[O:4][C:5]1[CH:10]=[CH:9][C:8](C2([C:24]3[CH:29]=[CH:28][C:27](OCCO)=[CH:26][CH:25]=3)C3C=CC=CC=3C3C2=CC=CC=3)=[CH:7][CH:6]=1.[CH2:34]1[O:36][CH2:35]1.[OH:37][C:38]1[CH:43]=[CH:42][C:41]([C:44]2([C:57]3C=C[C:60]([OH:63])=[CH:59][CH:58]=3)[C:56]3[CH:55]=[CH:54][CH:53]=[CH:52][C:51]=3[C:50]3[C:45]2=[CH:46][CH:47]=[CH:48][CH:49]=3)=[CH:40][CH:39]=1.OCCCO[C:69]1[CH:74]=[CH:73][C:72]([C:75]2(C3C=CC(OCCCO)=CC=3)C3C=CC=C[C:75]=3[C:72]3[C:73]2=[CH:74][CH:69]=[CH:70][CH:71]=3)=[CH:71][CH:70]=1.ClCCCO. (3) Given the product [C:13]([OH:12])(=[O:14])[C:3]1[C:4](=[CH:5][C:6](=[CH:1][CH:2]=1)[C:7]([OH:21])=[O:8])[C:10]([OH:11])=[O:29], predict the reactants needed to synthesize it. The reactants are: [CH:1]1[C:6]([C:7](Cl)=[O:8])=[CH:5][C:4]2[C:10]([O:12][C:13](=[O:14])[C:3]=2[CH:2]=1)=[O:11].C1(=O)[O:21]CCCCC1.N1C=CC=CC=1.[OH2:29]. (4) Given the product [O:3]1[C:7]2[CH:8]=[CH:9][CH:10]=[C:11]([CH:12]3[CH2:17][CH2:16][N:15]([CH2:18][CH2:19][C@H:20]4[CH2:21][CH2:22][C@H:23]([NH:26][S:29]([CH2:27][CH3:28])(=[O:31])=[O:30])[CH2:24][CH2:25]4)[CH2:14][CH2:13]3)[C:6]=2[CH2:5][CH2:4]1, predict the reactants needed to synthesize it. The reactants are: Cl.Cl.[O:3]1[C:7]2[CH:8]=[CH:9][CH:10]=[C:11]([CH:12]3[CH2:17][CH2:16][N:15]([CH2:18][CH2:19][C@H:20]4[CH2:25][CH2:24][C@H:23]([NH2:26])[CH2:22][CH2:21]4)[CH2:14][CH2:13]3)[C:6]=2[CH2:5][CH2:4]1.[CH2:27]([S:29](Cl)(=[O:31])=[O:30])[CH3:28]. (5) Given the product [Cl:1][C:2]1[CH:11]=[C:10]2[C:5]([CH2:6][CH2:7][N:8]([C:19]3[CH:20]=[N:21][CH:22]=[CH:23][C:18]=3[CH:15]3[CH2:17][CH2:16]3)[C:9]2=[O:12])=[CH:4][C:3]=1[O:13][CH3:14], predict the reactants needed to synthesize it. The reactants are: [Cl:1][C:2]1[CH:11]=[C:10]2[C:5]([CH2:6][CH2:7][NH:8][C:9]2=[O:12])=[CH:4][C:3]=1[O:13][CH3:14].[CH:15]1([C:18]2[CH:23]=[CH:22][N:21]=[CH:20][C:19]=2I)[CH2:17][CH2:16]1.P([O-])([O-])([O-])=O.[K+].[K+].[K+]. (6) Given the product [Br:1][C:2]1[CH:3]=[CH:4][C:5]([Cl:11])=[C:6]([CH:10]=1)[C:7]([C:20]1[CH:19]=[CH:18][C:17]2[O:12][CH2:13][CH2:14][N:15]([C:22](=[O:27])[C:23]([F:25])([F:24])[F:26])[C:16]=2[CH:21]=1)=[O:8], predict the reactants needed to synthesize it. The reactants are: [Br:1][C:2]1[CH:3]=[CH:4][C:5]([Cl:11])=[C:6]([CH:10]=1)[C:7](Cl)=[O:8].[O:12]1[C:17]2[CH:18]=[CH:19][CH:20]=[CH:21][C:16]=2[N:15]([C:22](=[O:27])[C:23]([F:26])([F:25])[F:24])[CH2:14][CH2:13]1.[Al+3].[Cl-].[Cl-].[Cl-].